The task is: Predict the product of the given reaction.. This data is from Forward reaction prediction with 1.9M reactions from USPTO patents (1976-2016). Given the reactants [F:1][C:2]1[CH:15]=[CH:14][C:5]([O:6][C:7]2[CH:13]=[CH:12][C:10]([NH2:11])=[CH:9][CH:8]=2)=[CH:4][CH:3]=1.Br[CH:17]([CH3:23])[C:18]([O:20][CH2:21][CH3:22])=[O:19].C([O-])(=O)C.[Na+], predict the reaction product. The product is: [CH2:21]([O:20][C:18](=[O:19])[C@H:17]([CH3:23])[NH:11][C:10]1[CH:12]=[CH:13][C:7]([O:6][C:5]2[CH:14]=[CH:15][C:2]([F:1])=[CH:3][CH:4]=2)=[CH:8][CH:9]=1)[CH3:22].